Dataset: Catalyst prediction with 721,799 reactions and 888 catalyst types from USPTO. Task: Predict which catalyst facilitates the given reaction. (1) Reactant: [N+:1]([C:4]1[CH:9]=[CH:8][C:7]([C@H:10]2[CH2:16][N:15]([C:17]([O:19][C:20]([CH3:23])([CH3:22])[CH3:21])=[O:18])[CH2:14][CH2:13][CH2:12][O:11]2)=[CH:6][CH:5]=1)([O-])=O. Product: [NH2:1][C:4]1[CH:9]=[CH:8][C:7]([C@H:10]2[CH2:16][N:15]([C:17]([O:19][C:20]([CH3:23])([CH3:22])[CH3:21])=[O:18])[CH2:14][CH2:13][CH2:12][O:11]2)=[CH:6][CH:5]=1. The catalyst class is: 19. (2) Reactant: [CH2:1]([C:8]1[N:13]=[C:12]([O:14]C)[CH:11]=[CH:10][N:9]=1)[C:2]1[CH:7]=[CH:6][CH:5]=[CH:4][CH:3]=1.Br.[OH-].[Na+]. Product: [CH2:1]([C:8]1[NH:13][C:12](=[O:14])[CH:11]=[CH:10][N:9]=1)[C:2]1[CH:3]=[CH:4][CH:5]=[CH:6][CH:7]=1. The catalyst class is: 313. (3) Reactant: Cl[CH2:2][C:3]1[CH:4]=[C:5]2[C:10](=[CH:11][CH:12]=1)[N:9]=[C:8]([S:13]([CH3:16])(=[O:15])=[O:14])[CH:7]=[CH:6]2.C[Sn](C)(C)[C:19]1[CH:20]=[C:21]([CH:26]=[CH:27][N:28]=1)[C:22]([O:24][CH3:25])=[O:23]. Product: [CH3:16][S:13]([C:8]1[CH:7]=[CH:6][C:5]2[C:10](=[CH:11][CH:12]=[C:3]([CH2:2][C:19]3[CH:20]=[C:21]([CH:26]=[CH:27][N:28]=3)[C:22]([O:24][CH3:25])=[O:23])[CH:4]=2)[N:9]=1)(=[O:15])=[O:14]. The catalyst class is: 184. (4) Reactant: [NH2:1][CH2:2][C:3]1[N:8]=[C:7]([OH:9])[C:6]([O:10][CH3:11])=[CH:5][N:4]=1.[I:12][C:13]1[CH:14]=[C:15]2[C:20](=[CH:21][CH:22]=1)[C:19](=[O:23])[NH:18][C:17](=[O:24])[C:16]2=[CH:25]OC. Product: [OH:9][C:7]1[C:6]([O:10][CH3:11])=[CH:5][N:4]=[C:3]([CH2:2][NH:1][CH:25]=[C:16]2[C:15]3[C:20](=[CH:21][CH:22]=[C:13]([I:12])[CH:14]=3)[C:19](=[O:23])[NH:18][C:17]2=[O:24])[N:8]=1. The catalyst class is: 9. (5) Reactant: [Cl:1][C:2]1[N:3](C)[CH2:4][C:5](=[CH:9][CH:10]=1)[C:6](Cl)=[O:7].CN.[CH2:14]([N:16](CC)CC)C. Product: [Cl:1][C:2]1[CH:10]=[CH:9][C:5]([C:6]([NH:16][CH3:14])=[O:7])=[CH:4][N:3]=1. The catalyst class is: 7.